Dataset: Full USPTO retrosynthesis dataset with 1.9M reactions from patents (1976-2016). Task: Predict the reactants needed to synthesize the given product. (1) Given the product [CH:1]([C:4]1[O:8][N:7]=[C:6]([C:9]2[CH:33]=[CH:32][C:12]3[C:13]4[CH:19]=[CH:18][C:17]([S:20]([NH:23][C@@H:24]([CH:29]([CH3:31])[CH3:30])[C:25]([OH:27])=[O:26])(=[O:22])=[O:21])=[CH:16][C:14]=4[O:15][C:11]=3[CH:10]=2)[N:5]=1)([CH3:3])[CH3:2], predict the reactants needed to synthesize it. The reactants are: [CH:1]([C:4]1[O:8][N:7]=[C:6]([C:9]2[CH:33]=[CH:32][C:12]3[C:13]4[CH:19]=[CH:18][C:17]([S:20]([NH:23][C@@H:24]([CH:29]([CH3:31])[CH3:30])[C:25]([O:27]C)=[O:26])(=[O:22])=[O:21])=[CH:16][C:14]=4[O:15][C:11]=3[CH:10]=2)[N:5]=1)([CH3:3])[CH3:2].[Li+].[OH-]. (2) Given the product [CH3:1][O:2][C:3](=[O:15])[C:4]([N:6]1[CH:10]=[C:9]([NH:11][C:30](=[O:31])[CH:29]([NH:28][CH:22]2[CH2:21][CH2:20][C:19]3[C:24](=[C:25]([F:27])[CH:26]=[C:17]([F:16])[CH:18]=3)[CH2:23]2)[CH2:33][CH2:34][CH3:35])[N:8]=[CH:7]1)([CH3:14])[CH3:5], predict the reactants needed to synthesize it. The reactants are: [CH3:1][O:2][C:3](=[O:15])[C:4]([CH3:14])([N:6]1[CH:10]=[C:9]([N+:11]([O-])=O)[N:8]=[CH:7]1)[CH3:5].[F:16][C:17]1[CH:18]=[C:19]2[C:24](=[C:25]([F:27])[CH:26]=1)[CH2:23][CH:22]([NH:28][CH:29]([CH2:33][CH2:34][CH3:35])[C:30](O)=[O:31])[CH2:21][CH2:20]2. (3) Given the product [NH2:19][C:18]1[N:17]=[CH:16][C:15]2[C:20]([C:23]3[CH2:24][CH2:25][N:26]([S:29]([NH2:32])(=[O:31])=[O:30])[CH2:27][CH:28]=3)=[CH:21][O:22][C:14]=2[C:13]=1[O:12][C@@H:10]([C:3]1[C:4]([Cl:9])=[CH:5][CH:6]=[C:7]([F:8])[C:2]=1[Cl:1])[CH3:11], predict the reactants needed to synthesize it. The reactants are: [Cl:1][C:2]1[C:7]([F:8])=[CH:6][CH:5]=[C:4]([Cl:9])[C:3]=1[C@H:10]([O:12][C:13]1[C:14]2[O:22][CH:21]=[C:20]([C:23]3[CH2:24][CH2:25][NH:26][CH2:27][CH:28]=3)[C:15]=2[CH:16]=[N:17][C:18]=1[NH2:19])[CH3:11].[S:29](N)([NH2:32])(=[O:31])=[O:30]. (4) The reactants are: [Br:1][C:2]1[CH:3]=[CH:4][C:5]([N:8]2[C:12]([C:13]([F:16])([F:15])[F:14])=[CH:11][C:10]([CH:17]=[O:18])=[N:9]2)=[N:6][CH:7]=1.BrC1C=CC(N2C(C(F)(F)F)=CC(C(O)=O)=N2)=NC=1.CCN=C=NCCCN(C)C.Cl.C1C=CC2N(O)N=NC=2C=1.Cl.[CH3:61][NH:62][O:63][CH3:64].C(N(CC)CC)C. Given the product [Br:1][C:2]1[CH:3]=[CH:4][C:5]([N:8]2[C:12]([C:13]([F:14])([F:16])[F:15])=[CH:11][C:10]([C:17]([N:62]([O:63][CH3:64])[CH3:61])=[O:18])=[N:9]2)=[N:6][CH:7]=1, predict the reactants needed to synthesize it. (5) Given the product [CH2:46]([O:5][C:6](=[O:27])[NH:7][N:8]1[CH2:9][CH2:10][N:11]([CH2:14][C:15]2([CH3:26])[O:19][C:18]3=[N:20][C:21]([N+:23]([O-:25])=[O:24])=[CH:22][N:17]3[CH2:16]2)[CH2:12][CH2:13]1)[C:47]1[CH:52]=[CH:51][CH:50]=[CH:49][CH:48]=1, predict the reactants needed to synthesize it. The reactants are: C([O:5][C:6](=[O:27])[NH:7][N:8]1[CH2:13][CH2:12][N:11]([CH2:14][C:15]2([CH3:26])[O:19][C:18]3=[N:20][C:21]([N+:23]([O-:25])=[O:24])=[CH:22][N:17]3[CH2:16]2)[CH2:10][CH2:9]1)(C)(C)C.FC(F)(F)C(O)=O.C(N(CC)CC)C.ClC(O[CH2:46][C:47]1[CH:52]=[CH:51][CH:50]=[CH:49][CH:48]=1)=O.C(=O)([O-])O.[Na+]. (6) Given the product [Cl:20][C:21]1[CH:22]=[C:23]([C:27]2[C:28]([C:33]([N:3]3[CH2:4][C@H:5]4[C@H:1]([CH2:6]4)[C@H:2]3[CH2:7][NH:8][C:9]([C:11]3[N:18]4[C:14]([S:15][CH:16]=[CH:17]4)=[N:13][C:12]=3[CH3:19])=[O:10])=[O:34])=[CH:29][CH:30]=[CH:31][CH:32]=2)[CH:24]=[CH:25][CH:26]=1, predict the reactants needed to synthesize it. The reactants are: [C@H:1]12[CH2:6][C@H:5]1[CH2:4][NH:3][C@@H:2]2[CH2:7][NH:8][C:9]([C:11]1[N:18]2[C:14]([S:15][CH:16]=[CH:17]2)=[N:13][C:12]=1[CH3:19])=[O:10].[Cl:20][C:21]1[CH:22]=[C:23]([C:27]2[C:28]([C:33](O)=[O:34])=[CH:29][CH:30]=[CH:31][CH:32]=2)[CH:24]=[CH:25][CH:26]=1.